This data is from Forward reaction prediction with 1.9M reactions from USPTO patents (1976-2016). The task is: Predict the product of the given reaction. (1) Given the reactants C[O:2][C:3]([C:7]1[CH:12]=[CH:11][N:10]=[C:9]([S:13][CH3:14])[N:8]=1)(OC)[CH3:4].Cl, predict the reaction product. The product is: [CH3:14][S:13][C:9]1[N:8]=[C:7]([C:3](=[O:2])[CH3:4])[CH:12]=[CH:11][N:10]=1. (2) Given the reactants [NH:1]1[C:10]2[C:5](=[CH:6][C:7]([C:11]([OH:13])=[O:12])=[CH:8][CH:9]=2)[CH2:4][CH2:3][CH2:2]1.S(Cl)([Cl:16])=O.[CH3:18]O, predict the reaction product. The product is: [ClH:16].[NH:1]1[C:10]2[C:5](=[CH:6][C:7]([C:11]([O:13][CH3:18])=[O:12])=[CH:8][CH:9]=2)[CH2:4][CH2:3][CH2:2]1. (3) Given the reactants [C:1]([C:4]1[C:9]2[S:10][C:11]([C:14]([NH:16][C:17]3[CH:26]=[CH:25][C:24]4[C:19](=[CH:20][CH:21]=[CH:22][C:23]=4[C:27]([N:29]4[CH2:32][CH:31]([O:33][CH3:34])[CH2:30]4)=[O:28])[N:18]=3)=[O:15])=[C:12]([CH3:13])[C:8]=2[C:7]([CH2:35][O:36][CH3:37])=[CH:6][CH:5]=1)(=[O:3])[CH3:2].O.[C:39]1([S:45]([OH:48])(=[O:47])=[O:46])[CH:44]=[CH:43][CH:42]=[CH:41][CH:40]=1, predict the reaction product. The product is: [C:39]1([S:45]([OH:48])(=[O:47])=[O:46])[CH:44]=[CH:43][CH:42]=[CH:41][CH:40]=1.[C:1]([C:4]1[C:9]2[S:10][C:11]([C:14]([NH:16][C:17]3[CH:26]=[CH:25][C:24]4[C:19](=[CH:20][CH:21]=[CH:22][C:23]=4[C:27]([N:29]4[CH2:32][CH:31]([O:33][CH3:34])[CH2:30]4)=[O:28])[N:18]=3)=[O:15])=[C:12]([CH3:13])[C:8]=2[C:7]([CH2:35][O:36][CH3:37])=[CH:6][CH:5]=1)(=[O:3])[CH3:2]. (4) The product is: [CH3:1][O:2][C:3]1[C:4]2[N:11]=[C:10]([NH:12][C:13]([N:15]3[CH2:20][CH2:19][C:18]([NH:44][C:42](=[O:38])[CH3:43])([C:21]4[CH:26]=[CH:25][CH:24]=[C:23]([C:27]([F:30])([F:29])[F:28])[CH:22]=4)[CH2:17][CH2:16]3)=[O:14])[S:9][C:5]=2[N:6]=[CH:7][N:8]=1. Given the reactants [CH3:1][O:2][C:3]1[C:4]2[N:11]=[C:10]([NH:12][C:13]([N:15]3[CH2:20][CH2:19][C:18](O)([C:21]4[CH:26]=[CH:25][CH:24]=[C:23]([C:27]([F:30])([F:29])[F:28])[CH:22]=4)[CH2:17][CH2:16]3)=[O:14])[S:9][C:5]=2[N:6]=[CH:7][N:8]=1.S(=O)(=O)(O)O.C(=O)(O)[O-:38].[Na+].[C:42](#[N:44])[CH3:43], predict the reaction product.